Task: Binary Classification. Given a drug SMILES string, predict its activity (active/inactive) in a high-throughput screening assay against a specified biological target.. Dataset: Tyrosyl-DNA phosphodiesterase HTS with 341,365 compounds (1) The molecule is S(=O)(=O)(N(CC(=O)Nc1c(cccc1C)C)C)c1sc(cc1)c1n[nH]c(=O)cc1. The result is 0 (inactive). (2) The molecule is S(=O)(=O)(n1nc(nc1NCc1cc(OC)ccc1)NCc1cc(OC)ccc1)CC. The result is 0 (inactive). (3) The compound is O(C(CCCCCC)C)C(=O)Nc1c2c(ccc1)cccc2. The result is 0 (inactive). (4) The molecule is S=C(NCc1c(F)cccc1)Nc1cc(ccc1)C(F)(F)F. The result is 0 (inactive).